From a dataset of Cav3 T-type calcium channel HTS with 100,875 compounds. Binary Classification. Given a drug SMILES string, predict its activity (active/inactive) in a high-throughput screening assay against a specified biological target. (1) The compound is O(c1ccc(Cc2n[nH]nn2)cc1)CCC. The result is 0 (inactive). (2) The result is 0 (inactive). The compound is S(=O)(=O)(N(CC(=O)NCCCOC)c1c(OC)ccc(OC)c1)c1ccccc1. (3) The compound is O(CCn1c(=O)c2c(nc1)cccc2)CCOc1c(OC)cccc1. The result is 0 (inactive). (4) The compound is S(=O)(=O)(N1CCOCC1)c1c(ccc(c1)C(OCC(=O)Nc1c(cccc1)C(OCC)=O)=O)C. The result is 0 (inactive). (5) The molecule is O(CC(=O)N\N=C1\CCCC1)c1ccc([N+]([O-])=O)cc1. The result is 0 (inactive).